This data is from Forward reaction prediction with 1.9M reactions from USPTO patents (1976-2016). The task is: Predict the product of the given reaction. (1) Given the reactants [CH2:1]([Br:3])[CH3:2].[CH2:4]([C:6]1([CH3:30])[CH:11]([CH3:12])[CH:10]([OH:13])[CH2:9][C:8]([CH2:15][CH3:16])([CH3:14])[N:7]1[O:17][C:18]([CH3:29])([CH3:28])[C:19]([NH:21][CH2:22][CH2:23][CH2:24][N:25]([CH3:27])[CH3:26])=[O:20])[CH3:5], predict the reaction product. The product is: [Br-:3].[CH2:4]([C:6]1([CH3:30])[CH:11]([CH3:12])[CH:10]([OH:13])[CH2:9][C:8]([CH2:15][CH3:16])([CH3:14])[N:7]1[O:17][C:18]([CH3:29])([CH3:28])[C:19]([NH:21][CH2:22][CH2:23][CH2:24][N+:25]([CH2:1][CH3:2])([CH3:27])[CH3:26])=[O:20])[CH3:5]. (2) Given the reactants [Cl:1][C:2]1[CH:18]=[CH:17][CH:16]=[CH:15][C:3]=1[C:4]([C@H:6]1[CH2:11][CH2:10][C@H:9]([C:12]([OH:14])=[O:13])[CH2:8][CH2:7]1)=O.C([SiH](CC)CC)C, predict the reaction product. The product is: [Cl:1][C:2]1[CH:18]=[CH:17][CH:16]=[CH:15][C:3]=1[CH2:4][CH:6]1[CH2:11][CH2:10][CH:9]([C:12]([OH:14])=[O:13])[CH2:8][CH2:7]1. (3) Given the reactants [CH3:1][CH:2]([CH3:19])[CH2:3][C:4]([C:6]1[CH:18]=[CH:17][C:9]([C:10]([O:12][C:13]([CH3:16])([CH3:15])[CH3:14])=[O:11])=[CH:8][CH:7]=1)=O.C([O-])(=O)C.[NH4+].C([BH3-])#[N:26].[Na+].Cl, predict the reaction product. The product is: [NH2:26][CH:4]([C:6]1[CH:18]=[CH:17][C:9]([C:10]([O:12][C:13]([CH3:16])([CH3:15])[CH3:14])=[O:11])=[CH:8][CH:7]=1)[CH2:3][CH:2]([CH3:19])[CH3:1]. (4) The product is: [ClH:1].[Cl:1][C:2]1[CH:3]=[CH:4][C:5]([CH:8]2[N:12]([C:13]3[CH:18]=[CH:17][C:16]([Cl:19])=[CH:15][C:14]=3[Cl:20])[N:11]=[C:10]([CH2:21][NH2:22])[CH2:9]2)=[CH:6][CH:7]=1. Given the reactants [Cl:1][C:2]1[CH:7]=[CH:6][C:5]([CH:8]2[N:12]([C:13]3[CH:18]=[CH:17][C:16]([Cl:19])=[CH:15][C:14]=3[Cl:20])[N:11]=[C:10]([CH2:21][NH2:22])[CH2:9]2)=[CH:4][CH:3]=1, predict the reaction product. (5) Given the reactants Cl[C:2](OCC)=[O:3].[CH3:7][O:8][C:9]1[CH:14]=[CH:13][N:12]=[CH:11][CH:10]=1.[CH3:15][Mg]Br.[CH3:18][C:19]([CH3:22])([O-:21])[CH3:20].[K+], predict the reaction product. The product is: [CH3:7][O:8][C:9]1[CH:14]=[CH:13][N:12]([C:2]([O:21][C:19]([CH3:22])([CH3:20])[CH3:18])=[O:3])[CH:11]([CH3:15])[CH:10]=1. (6) Given the reactants C([O:3][CH:4](OCC)[CH2:5][CH2:6][CH2:7][NH:8][C:9]([O:11][CH2:12][CH:13]1[C:25]2[C:20](=[CH:21][CH:22]=[CH:23][CH:24]=2)[C:19]2[C:14]1=[CH:15][CH:16]=[CH:17][CH:18]=2)=[O:10])C.Cl, predict the reaction product. The product is: [C:9]([NH:8][CH2:7][CH2:6][CH2:5][CH:4]=[O:3])([O:11][CH2:12][CH:13]1[C:25]2[C:20](=[CH:21][CH:22]=[CH:23][CH:24]=2)[C:19]2[C:14]1=[CH:15][CH:16]=[CH:17][CH:18]=2)=[O:10]. (7) Given the reactants COC([CH:5]1[C:13]2[C:8](=[CH:9][CH:10]=[C:11]([O:14][CH3:15])[CH:12]=2)[NH:7][C:6]1=[O:16])=O.Cl.[OH-].[K+], predict the reaction product. The product is: [CH3:15][O:14][C:11]1[CH:12]=[C:13]2[C:8](=[CH:9][CH:10]=1)[NH:7][C:6](=[O:16])[CH2:5]2. (8) Given the reactants Cl[C:2]1[CH:7]=[C:6]([C:8]2[CH:13]=[C:12]([Cl:14])[CH:11]=[CH:10][C:9]=2[CH3:15])[N:5]=[C:4]([NH2:16])[N:3]=1.[NH2:17][C:18]1[CH:25]=[CH:24][C:21]([C:22]#[N:23])=[CH:20][CH:19]=1, predict the reaction product. The product is: [NH2:16][C:4]1[N:3]=[C:2]([NH:17][C:18]2[CH:25]=[CH:24][C:21]([C:22]#[N:23])=[CH:20][CH:19]=2)[CH:7]=[C:6]([C:8]2[CH:13]=[C:12]([Cl:14])[CH:11]=[CH:10][C:9]=2[CH3:15])[N:5]=1.